This data is from Forward reaction prediction with 1.9M reactions from USPTO patents (1976-2016). The task is: Predict the product of the given reaction. (1) Given the reactants [NH2:1][C:2]1[C:11]2[N:12]=[C:13]([CH3:18])[N:14]([CH2:15][CH2:16][OH:17])[C:10]=2[C:9]2[CH2:8][CH2:7][CH2:6][CH2:5][C:4]=2[N:3]=1.[CH2:19](Br)[C:20]#[CH:21], predict the reaction product. The product is: [CH3:18][C:13]1[N:14]([CH2:15][CH2:16][O:17][CH2:21][C:20]#[CH:19])[C:10]2[C:9]3[CH2:8][CH2:7][CH2:6][CH2:5][C:4]=3[N:3]=[C:2]([NH2:1])[C:11]=2[N:12]=1. (2) Given the reactants [NH2:1][C:2]1[N:34]=[C:5]2[C:6]([C:24]3[CH:29]=[CH:28][CH:27]=[C:26]([C:30]([F:33])([F:32])[F:31])[CH:25]=3)=[C:7]([CH3:23])[C:8]([C:10]3[N:14]([C:15]4[CH:22]=[CH:21][C:18]([C:19]#[N:20])=[CH:17][CH:16]=4)[N:13]=[CH:12][CH:11]=3)=[CH:9][N:4]2[N:3]=1.CN1CCOCC1.[O:42]1[C:46](=[O:47])[CH2:45][CH2:44][C:43]1=[O:48], predict the reaction product. The product is: [C:19]([C:18]1[CH:17]=[CH:16][C:15]([N:14]2[C:10]([C:8]3[C:7]([CH3:23])=[C:6]([C:24]4[CH:29]=[CH:28][CH:27]=[C:26]([C:30]([F:32])([F:33])[F:31])[CH:25]=4)[C:5]4[N:4]([N:3]=[C:2]([NH:1][C:46](=[O:47])[CH2:45][CH2:44][C:43]([OH:48])=[O:42])[N:34]=4)[CH:9]=3)=[CH:11][CH:12]=[N:13]2)=[CH:22][CH:21]=1)#[N:20]. (3) Given the reactants FC(F)(F)C(O)=O.[S:8]1[C:12]2[CH:13]=[CH:14][CH:15]=[CH:16][C:11]=2[C:10]([C:17]([NH:19][C:20]2[CH:32]=[CH:31][C:23]([C:24]([O:26]C(C)(C)C)=[O:25])=[C:22]([NH:33][C:34]3[CH:39]=[CH:38][C:37]([F:40])=[CH:36][CH:35]=3)[CH:21]=2)=[O:18])=[CH:9]1, predict the reaction product. The product is: [S:8]1[C:12]2[CH:13]=[CH:14][CH:15]=[CH:16][C:11]=2[C:10]([C:17]([NH:19][C:20]2[CH:32]=[CH:31][C:23]([C:24]([OH:26])=[O:25])=[C:22]([NH:33][C:34]3[CH:35]=[CH:36][C:37]([F:40])=[CH:38][CH:39]=3)[CH:21]=2)=[O:18])=[CH:9]1.